Dataset: Retrosynthesis with 50K atom-mapped reactions and 10 reaction types from USPTO. Task: Predict the reactants needed to synthesize the given product. (1) Given the product O=C(Cc1c[nH]nn1)NCCC1CCN(C(=O)OCc2cc(Cl)cc(Cl)c2)CC1, predict the reactants needed to synthesize it. The reactants are: NCCC1CCN(C(=O)OCc2cc(Cl)cc(Cl)c2)CC1.O=C(O)Cc1c[nH]nn1. (2) Given the product O=C(Nc1cc(Nc2ccc(N3CCOCC3)cc2)ncn1)Nc1c(F)cccc1F, predict the reactants needed to synthesize it. The reactants are: Nc1cc(Nc2ccc(N3CCOCC3)cc2)ncn1.O=C=Nc1c(F)cccc1F. (3) The reactants are: CC(C)OC(=O)c1cccnc1N1CCNCC1.O=Cc1cccc(O)c1. Given the product CC(C)OC(=O)c1cccnc1N1CCN(Cc2cccc(O)c2)CC1, predict the reactants needed to synthesize it. (4) Given the product C[C@H](CC(=O)[C@H](Cc1ccccc1)OC(=O)c1ccccc1)C(=O)N1CCC[C@H]1C(=O)O, predict the reactants needed to synthesize it. The reactants are: C[C@H](CC(=O)[C@H](Cc1ccccc1)OC(=O)c1ccccc1)C(=O)N1CCC[C@H]1C(=O)OCc1ccccc1. (5) Given the product COC(=O)c1cc2c(Sc3ccc(OCc4c(-c5c(Cl)cccc5Cl)noc4C(C)C)cc3)cccc2s1, predict the reactants needed to synthesize it. The reactants are: CC(C)c1onc(-c2c(Cl)cccc2Cl)c1CO.COC(=O)c1cc2c(Sc3ccc(O)cc3)cccc2s1. (6) Given the product CC(C)(C)N1C(=O)C(NCCc2ccc(S(N)(=O)=O)cc2)=C(c2ccccc2)S1(=O)=O, predict the reactants needed to synthesize it. The reactants are: CC(C)(C)N1C(=O)C(Cl)=C(c2ccccc2)S1(=O)=O.NCCc1ccc(S(N)(=O)=O)cc1. (7) The reactants are: C/C=C/C=C/C(=O)O.Nc1cc2[nH]c(-c3ccccc3)c3cn[nH]c(=O)c(c1)c23. Given the product C/C=C/C=C/C(=O)Nc1cc2[nH]c(-c3ccccc3)c3cn[nH]c(=O)c(c1)c23, predict the reactants needed to synthesize it. (8) Given the product CC(C)(C)OC(=O)N1CCc2ccc(NS(=O)(=O)c3ccccc3)cc2CC1, predict the reactants needed to synthesize it. The reactants are: CC(C)(C)OC(=O)N1CCc2ccc(N)cc2CC1.O=S(=O)(Cl)c1ccccc1.